This data is from Full USPTO retrosynthesis dataset with 1.9M reactions from patents (1976-2016). The task is: Predict the reactants needed to synthesize the given product. (1) Given the product [C:34]([N:30]1[C:31]2[C:26](=[CH:25][C:24]([C:22]3[CH:21]=[N:20][N:19]([CH2:18][CH2:17][N:13]([CH3:12])[C:14](=[O:16])[O:15][C:47]([CH3:52])([CH3:48])[CH3:46])[CH:23]=3)=[CH:33][CH:32]=2)[C@H:27]([NH:38][C:2]2[CH:7]=[N:6][CH:5]=[CH:4][N:3]=2)[CH2:28][C@@H:29]1[CH3:37])(=[O:36])[CH3:35], predict the reactants needed to synthesize it. The reactants are: Cl[C:2]1[CH:7]=[N:6][CH:5]=[CH:4][N:3]=1.CC([CH2:12][N:13]([CH2:17][CH2:18][N:19]1[CH:23]=[C:22]([C:24]2[CH:25]=[C:26]3[C:31](=[CH:32][CH:33]=2)[N:30]([C:34](=[O:36])[CH3:35])[C@@H:29]([CH3:37])[CH2:28][C@H:27]3[NH2:38])[CH:21]=[N:20]1)[C:14](=[O:16])[O-:15])(C)C.C1(P(C2CCCCC2)[C:46]2C=CC=[CH:48][C:47]=2[C:52]2C(N(C)C)=CC=CC=2)CCCCC1.CC(C)([O-])C.[Na+]. (2) Given the product [C:3]([N:28]1[C:20]2=[N:19][C:18]([N:12]3[CH2:17][CH2:16][O:15][CH2:14][CH2:13]3)=[CH:23][C:22](=[O:24])[N:21]2[CH2:25][CH2:26][C@H:27]1[C:29]([F:30])([F:31])[F:32])(=[O:10])[C:4]1[CH:9]=[CH:8][CH:7]=[CH:6][CH:5]=1, predict the reactants needed to synthesize it. The reactants are: [H-].[Na+].[C:3](Cl)(=[O:10])[C:4]1[CH:9]=[CH:8][CH:7]=[CH:6][CH:5]=1.[N:12]1([C:18]2[N:19]=[C:20]3[NH:28][C@H:27]([C:29]([F:32])([F:31])[F:30])[CH2:26][CH2:25][N:21]3[C:22](=[O:24])[CH:23]=2)[CH2:17][CH2:16][O:15][CH2:14][CH2:13]1.C(=O)(O)[O-].[Na+]. (3) Given the product [NH2:27][C:22]1[CH:21]=[C:20]2[C:25]([CH:26]=[C:18]([C:16]([NH:15][C:11]3[CH:10]=[C:9]([C:3]4[CH:4]=[CH:5][C:6]([F:8])=[CH:7][C:2]=4[F:1])[CH:14]=[CH:13][CH:12]=3)=[O:17])[N:19]2[CH3:30])=[CH:24][CH:23]=1, predict the reactants needed to synthesize it. The reactants are: [F:1][C:2]1[CH:7]=[C:6]([F:8])[CH:5]=[CH:4][C:3]=1[C:9]1[CH:14]=[CH:13][CH:12]=[C:11]([NH:15][C:16]([C:18]2[N:19]([CH3:30])[C:20]3[C:25]([CH:26]=2)=[CH:24][CH:23]=[C:22]([N+:27]([O-])=O)[CH:21]=3)=[O:17])[CH:10]=1.[NH4+].[Cl-].